This data is from Reaction yield outcomes from USPTO patents with 853,638 reactions. The task is: Predict the reaction yield, written as a fraction of the theoretical maximum amount of product (1.0 means a 100% yield; for example, 0.34 means a 34% yield). (1) The reactants are [CH3:1][O:2][C:3]1[CH:12]=[CH:11][CH:10]=[C:9]2[C:4]=1[CH2:5][CH2:6][CH2:7][C:8]2=O.[I-].[CH3:15][P+](C1C=CC=CC=1)(C1C=CC=CC=1)C1C=CC=CC=1.CC(C)([O-])C.[K+]. The catalyst is C1COCC1. The product is [CH3:1][O:2][C:3]1[CH:12]=[CH:11][CH:10]=[C:9]2[C:4]=1[CH2:5][CH2:6][CH2:7][C:8]2=[CH2:15]. The yield is 0.990. (2) The reactants are [Na].C([C@H:10]([CH2:21][O:22][CH2:23][CH2:24][CH2:25][CH2:26][CH2:27][CH2:28][CH2:29][CH2:30][CH2:31][CH2:32][CH2:33][CH2:34][CH2:35][CH2:36][CH2:37][CH3:38])[CH2:11][CH2:12][P:13]([O:18][CH2:19]C)(=[O:17])[O:14][CH2:15]C)(=O)C1C=CC=CC=1.CC(O)=[O:41]. The catalyst is CO. The product is [CH2:23]([O:22][CH2:21][C@@H:10]([OH:41])[CH2:11][CH2:12][P:13]([O:18][CH3:19])(=[O:17])[O:14][CH3:15])[CH2:24][CH2:25][CH2:26][CH2:27][CH2:28][CH2:29][CH2:30][CH2:31][CH2:32][CH2:33][CH2:34][CH2:35][CH2:36][CH2:37][CH3:38]. The yield is 0.860. (3) The reactants are [N+:1]([C:4]1[CH:5]=[C:6]([CH2:10][C:11]#[N:12])[CH:7]=[CH:8][CH:9]=1)([O-:3])=[O:2].CO[CH:15]([N:18]([CH3:20])[CH3:19])OC.CCCCCC. The catalyst is C1(C)C(C)=CC=CC=1. The product is [CH3:19][N:18]([CH3:20])/[CH:15]=[C:10](/[C:6]1[CH:7]=[CH:8][CH:9]=[C:4]([N+:1]([O-:3])=[O:2])[CH:5]=1)\[C:11]#[N:12]. The yield is 0.880. (4) The reactants are [NH2:1][C:2]1[CH:7]=[C:6](Br)[CH:5]=[CH:4][C:3]=1[C:9]([C:11]1[CH:16]=[CH:15][CH:14]=[CH:13][CH:12]=1)=[O:10].[CH:17]1([NH:20][C:21](=[O:30])[C:22]2[CH:27]=[CH:26][C:25]([CH3:28])=[C:24](I)[CH:23]=2)[CH2:19][CH2:18]1.C(=O)([O-])[O-].[K+].[K+].O. The catalyst is CS(C)=O.C1C=CC([P]([Pd]([P](C2C=CC=CC=2)(C2C=CC=CC=2)C2C=CC=CC=2)([P](C2C=CC=CC=2)(C2C=CC=CC=2)C2C=CC=CC=2)[P](C2C=CC=CC=2)(C2C=CC=CC=2)C2C=CC=CC=2)(C2C=CC=CC=2)C2C=CC=CC=2)=CC=1. The product is [CH:17]1([NH:20][C:21]([C:22]2[CH:27]=[C:26]([C:6]3[CH:5]=[CH:4][C:3]([C:9](=[O:10])[C:11]4[CH:16]=[CH:15][CH:14]=[CH:13][CH:12]=4)=[C:2]([NH2:1])[CH:7]=3)[C:25]([CH3:28])=[CH:24][CH:23]=2)=[O:30])[CH2:18][CH2:19]1. The yield is 0.490.